Task: Predict the reactants needed to synthesize the given product.. Dataset: Full USPTO retrosynthesis dataset with 1.9M reactions from patents (1976-2016) (1) Given the product [CH3:32][O:71][C:70](=[O:72])[C:69]1[CH:73]=[C:74]([Br:75])[C:66]([NH:65][C:28]([C@H:9]2[C@H:8]([C:4]3[CH:5]=[CH:6][CH:7]=[C:2]([Cl:1])[C:3]=3[F:31])[C@:12]([C:15]3[CH:20]=[CH:19][C:18]([Cl:21])=[CH:17][C:16]=3[F:22])([C:13]#[N:14])[C@H:11]([CH2:23][C:24]([CH3:27])([CH3:25])[CH3:26])[NH:10]2)=[O:30])=[CH:67][C:68]=1[O:76][CH3:77], predict the reactants needed to synthesize it. The reactants are: [Cl:1][C:2]1[C:3]([F:31])=[C:4]([CH:8]2[C:12]([C:15]3[CH:20]=[CH:19][C:18]([Cl:21])=[CH:17][C:16]=3[F:22])([C:13]#[N:14])[CH:11]([CH2:23][C:24]([CH3:27])([CH3:26])[CH3:25])[NH:10][CH:9]2[C:28]([OH:30])=O)[CH:5]=[CH:6][CH:7]=1.[CH3:32]N(C(ON1N=NC2C=CC=NC1=2)=[N+](C)C)C.F[P-](F)(F)(F)(F)F.CCN(C(C)C)C(C)C.[NH2:65][C:66]1[C:74]([Br:75])=[CH:73][C:69]([C:70]([OH:72])=[O:71])=[C:68]([O:76][CH3:77])[CH:67]=1. (2) Given the product [OH:40][C:34]1([C:28]2[CH:29]=[CH:30][CH:31]=[CH:32][CH:33]=2)[CH2:39][CH2:38][N:37]([CH2:16][CH2:17][CH:18]2[CH2:19][C:20]3([CH2:24][CH2:25][CH2:27][CH2:26]3)[C:21](=[O:23])[O:22]2)[CH2:36][CH2:35]1, predict the reactants needed to synthesize it. The reactants are: N1C2C=CC=CC=2N=C1C1CCN([CH2:16][CH2:17][CH:18]2[O:22][C:21](=[O:23])[C:20]([CH2:26][CH3:27])([CH2:24][CH3:25])[CH2:19]2)CC1.[C:28]1([C:34]2([OH:40])[CH2:39][CH2:38][NH:37][CH2:36][CH2:35]2)[CH:33]=[CH:32][CH:31]=[CH:30][CH:29]=1.N1(C2C=CC=CC=2C#N)CCNCC1.CC1C=CC(S(OCCC2CC3(CCCC3)C(=O)O2)(=O)=O)=CC=1.CC1C=CC(S(OCCC2CC(CC)(CC)C(=O)O2)(=O)=O)=CC=1.